From a dataset of Forward reaction prediction with 1.9M reactions from USPTO patents (1976-2016). Predict the product of the given reaction. Given the reactants [Br:1][CH2:2][C:3]([NH:5][C:6]1[C:15]2[CH2:14][C:13](=[O:16])[CH2:12][CH2:11][C:10]=2[CH:9]=[CH:8][CH:7]=1)=[O:4].[BH4-].[Na+].O, predict the reaction product. The product is: [Br:1][CH2:2][C:3]([NH:5][C:6]1[C:15]2[CH2:14][CH:13]([OH:16])[CH2:12][CH2:11][C:10]=2[CH:9]=[CH:8][CH:7]=1)=[O:4].